Dataset: Peptide-MHC class I binding affinity with 185,985 pairs from IEDB/IMGT. Task: Regression. Given a peptide amino acid sequence and an MHC pseudo amino acid sequence, predict their binding affinity value. This is MHC class I binding data. (1) The peptide sequence is LTDVEKRIL. The MHC is HLA-A02:01 with pseudo-sequence HLA-A02:01. The binding affinity (normalized) is 0.0569. (2) The peptide sequence is DPKNWWHIL. The MHC is HLA-A31:01 with pseudo-sequence HLA-A31:01. The binding affinity (normalized) is 0.0847.